From a dataset of Reaction yield outcomes from USPTO patents with 853,638 reactions. Predict the reaction yield, written as a fraction of the theoretical maximum amount of product (1.0 means a 100% yield; for example, 0.34 means a 34% yield). The reactants are [Cl:1][C:2]1[CH:3]=[CH:4][C:5]([NH:9]C(=O)C(C)(C)C)=[N:6][C:7]=1[Cl:8].Cl.O.CCO. The catalyst is C(OCC)(=O)C.CCCCCC. The product is [Cl:1][C:2]1[CH:3]=[CH:4][C:5]([NH2:9])=[N:6][C:7]=1[Cl:8]. The yield is 0.930.